This data is from Full USPTO retrosynthesis dataset with 1.9M reactions from patents (1976-2016). The task is: Predict the reactants needed to synthesize the given product. The reactants are: C(OC([N:8]1[CH2:13][CH2:12][CH:11]([S:14]([C:17]2[CH:18]=[C:19]3[C:24](=[CH:25][C:26]=2[Cl:27])[C:23](=[O:28])[N:22](CC2C=CC(OC)=CC=2)[CH:21]=[CH:20]3)(=[O:16])=[O:15])[CH2:10][CH2:9]1)=O)(C)(C)C. Given the product [Cl:27][C:26]1[CH:25]=[C:24]2[C:19]([CH:20]=[CH:21][NH:22][C:23]2=[O:28])=[CH:18][C:17]=1[S:14]([CH:11]1[CH2:12][CH2:13][NH:8][CH2:9][CH2:10]1)(=[O:15])=[O:16], predict the reactants needed to synthesize it.